Dataset: Forward reaction prediction with 1.9M reactions from USPTO patents (1976-2016). Task: Predict the product of the given reaction. (1) Given the reactants [NH:1]1[C:9]2[C:4](=[CH:5][CH:6]=[CH:7][CH:8]=2)[CH:3]=[C:2]1[C:10]([O:12]CC)=[O:11].[OH-].[K+].[CH3:17][C:18]1([O:21][CH2:20]1)[CH3:19].Cl, predict the reaction product. The product is: [OH:21][C:18]([CH3:20])([CH3:19])[CH2:17][N:1]1[C:9]2[C:4](=[CH:5][CH:6]=[CH:7][CH:8]=2)[CH:3]=[C:2]1[C:10]([OH:12])=[O:11]. (2) Given the reactants [Li]CCCC.[C:6]1([O:14][CH3:15])[C:7](=[CH:10][CH:11]=[CH:12][CH:13]=1)[O:8][CH3:9].COCN[C:20]([CH:22]1[CH2:27][CH2:26][N:25]([C:28]([O:30][C:31]([CH3:34])([CH3:33])[CH3:32])=[O:29])[CH2:24][CH2:23]1)=[O:21], predict the reaction product. The product is: [CH3:9][O:8][C:7]1[C:6]([O:14][CH3:15])=[CH:13][CH:12]=[CH:11][C:10]=1[C:20]([CH:22]1[CH2:27][CH2:26][N:25]([C:28]([O:30][C:31]([CH3:34])([CH3:33])[CH3:32])=[O:29])[CH2:24][CH2:23]1)=[O:21]. (3) Given the reactants [CH3:1][O:2][C:3]1[C:8]2[CH2:9][CH2:10][CH2:11][CH2:12][NH:13][C:7]=2[CH:6]=[CH:5][CH:4]=1.C(N(CC)C(C)C)(C)C.[Cl:23][C:24]1[CH:29]=[CH:28][C:27]([S:30](Cl)(=[O:32])=[O:31])=[CH:26][C:25]=1[N+:34]([O-:36])=[O:35].O, predict the reaction product. The product is: [Cl:23][C:24]1[CH:29]=[CH:28][C:27]([S:30]([N:13]2[C:7]3[CH:6]=[CH:5][CH:4]=[C:3]([O:2][CH3:1])[C:8]=3[CH2:9][CH2:10][CH2:11][CH2:12]2)(=[O:32])=[O:31])=[CH:26][C:25]=1[N+:34]([O-:36])=[O:35]. (4) Given the reactants Cl[CH2:2][C:3]1[CH:12]=[CH:11][C:10]2[C:5](=[CH:6][CH:7]=[CH:8][CH:9]=2)[N:4]=1.CCN(C(C)C)C(C)C.[NH:22]1[C:30]2[C:25](=[C:26]([N:31]3[CH2:36][CH2:35][NH:34][CH2:33][CH2:32]3)[CH:27]=[CH:28][CH:29]=2)[CH:24]=[CH:23]1, predict the reaction product. The product is: [NH:22]1[C:30]2[C:25](=[C:26]([N:31]3[CH2:36][CH2:35][N:34]([CH2:2][C:3]4[CH:12]=[CH:11][C:10]5[C:5](=[CH:6][CH:7]=[CH:8][CH:9]=5)[N:4]=4)[CH2:33][CH2:32]3)[CH:27]=[CH:28][CH:29]=2)[CH:24]=[CH:23]1. (5) The product is: [CH2:19]([O:26][C:27]1[CH:28]=[C:29]2[C:34](=[CH:35][C:36]=1[O:37][CH3:38])[N:33]=[CH:32][CH:31]=[C:30]2[O:12][C:10]1[CH:9]=[CH:8][C:4]2[NH:5][CH2:6][CH2:7][O:2][C:3]=2[CH:11]=1)[C:20]1[CH:25]=[CH:24][CH:23]=[CH:22][CH:21]=1. Given the reactants Cl.[O:2]1[CH2:7][CH2:6][NH:5][C:4]2[CH:8]=[CH:9][C:10]([OH:12])=[CH:11][C:3]1=2.C(=O)([O-])[O-].[Cs+].[Cs+].[CH2:19]([O:26][C:27]1[CH:28]=[C:29]2[C:34](=[CH:35][C:36]=1[O:37][CH3:38])[N:33]=[CH:32][CH:31]=[C:30]2Cl)[C:20]1[CH:25]=[CH:24][CH:23]=[CH:22][CH:21]=1, predict the reaction product.